This data is from CYP2D6 inhibition data for predicting drug metabolism from PubChem BioAssay. The task is: Regression/Classification. Given a drug SMILES string, predict its absorption, distribution, metabolism, or excretion properties. Task type varies by dataset: regression for continuous measurements (e.g., permeability, clearance, half-life) or binary classification for categorical outcomes (e.g., BBB penetration, CYP inhibition). Dataset: cyp2d6_veith. (1) The molecule is COCC1C2CC[C@H]3C(OCc4ccc(F)cc4C(F)(F)F)OC[C@]4(C)[C@H]3C2=C(CN4C(=O)OC(C)(C)C)[C@H](C)C1COC. The result is 0 (non-inhibitor). (2) The molecule is Cc1cc(C(F)(F)F)n2nc(-c3cnn(C)c3C(F)(F)F)cc2n1. The result is 0 (non-inhibitor). (3) The molecule is COCCn1c(=O)cnc2cnc(Oc3cccc(Cl)c3)nc21. The result is 0 (non-inhibitor). (4) The drug is COc1ccc(-c2nc3cnc(Nc4ccccc4)nc3n(CCC#N)c2=O)cc1. The result is 0 (non-inhibitor). (5) The drug is NC(=O)C(=O)[O-].[Na+]. The result is 0 (non-inhibitor). (6) The drug is CCOC(=O)CCCNC(=O)c1cncc(Br)c1. The result is 0 (non-inhibitor). (7) The drug is COc1ccccc1CNc1ncncc1-c1ccc2c(c1)OCO2. The result is 1 (inhibitor). (8) The drug is CC1=C(CC(=O)O)c2cc(F)ccc2/C1=C\c1ccc(S(C)(=O)=O)cc1. The result is 0 (non-inhibitor). (9) The molecule is Cc1ccc(S(=O)(=O)c2c(C)cc(-c3ccccc3)[nH]c2=O)cc1. The result is 0 (non-inhibitor). (10) The compound is CCOc1cccc2cc(C(N)=O)c(=NCc3ccccc3)oc12. The result is 0 (non-inhibitor).